From a dataset of Forward reaction prediction with 1.9M reactions from USPTO patents (1976-2016). Predict the product of the given reaction. The product is: [CH2:2]([OH:1])[C@@H:3]([C@H:5]([C@@H:7]([CH2:9][OH:10])[OH:8])[OH:6])[OH:4]. Given the reactants [OH:1][CH2:2][C:3]([C@@H:5]([C@@H:7]([CH2:9][OH:10])[OH:8])[OH:6])=[O:4].OCC([C@H]([C@@H](CO)O)O)=O.O=C[C@@H]([C@H]([C@@H](CO)O)O)O, predict the reaction product.